From a dataset of Reaction yield outcomes from USPTO patents with 853,638 reactions. Predict the reaction yield, written as a fraction of the theoretical maximum amount of product (1.0 means a 100% yield; for example, 0.34 means a 34% yield). (1) The yield is 0.730. The product is [C:7]1([C:5]2[N:6]=[C:2]([N:19]3[CH2:20][CH2:21][CH:17]([C:15]([O:14][CH3:13])=[O:16])[CH2:18]3)[S:3][CH:4]=2)[CH:12]=[CH:11][CH:10]=[CH:9][CH:8]=1. The reactants are Br[C:2]1[S:3][CH:4]=[C:5]([C:7]2[CH:12]=[CH:11][CH:10]=[CH:9][CH:8]=2)[N:6]=1.[CH3:13][O:14][C:15]([CH:17]1[CH2:21][CH2:20][NH:19][CH2:18]1)=[O:16].P([O-])([O-])([O-])=O.[K+].[K+].[K+].C(P(C(C)(C)C)C(C)(C)C)(C)(C)C. The catalyst is C1(C)C=CC=CC=1.C([O-])(=O)C.[Pd+2].C([O-])(=O)C. (2) The reactants are C([O-])([O-])=O.[Na+].[Na+].Cl[C:8]1[N:13]2[N:14]=[CH:15][C:16]([CH2:17][C:18]3[CH:23]=[CH:22][CH:21]=[C:20]([C:24]([F:27])([F:26])[F:25])[C:19]=3[CH3:28])=[C:12]2[N:11]=[C:10]([N:29]2[CH2:34][CH2:33][O:32][CH2:31][CH2:30]2)[CH:9]=1.[NH:35]1[CH:39]=[C:38](B(O)O)[CH:37]=[N:36]1. The catalyst is O1CCOCC1.C1C=CC(P(C2C=CC=CC=2)[C-]2C=CC=C2)=CC=1.C1C=CC(P(C2C=CC=CC=2)[C-]2C=CC=C2)=CC=1.Cl[Pd]Cl.[Fe+2]. The product is [CH3:28][C:19]1[C:20]([C:24]([F:27])([F:26])[F:25])=[CH:21][CH:22]=[CH:23][C:18]=1[CH2:17][C:16]1[CH:15]=[N:14][N:13]2[C:8]([C:38]3[CH:39]=[N:35][NH:36][CH:37]=3)=[CH:9][C:10]([N:29]3[CH2:34][CH2:33][O:32][CH2:31][CH2:30]3)=[N:11][C:12]=12. The yield is 0.750. (3) The product is [F:27][C:24]1[S:23][C:22]([C:6]23[CH2:5][NH:4][CH2:12][CH:11]2[CH2:10][S:9][C:8]([NH:13][C:14](=[O:21])[C:15]2[CH:20]=[CH:19][CH:18]=[CH:17][CH:16]=2)=[N:7]3)=[CH:26][CH:25]=1. The yield is 0.920. The reactants are C([N:4]1[CH2:12][CH:11]2[C:6]([C:22]3[S:23][C:24]([F:27])=[CH:25][CH:26]=3)([N:7]=[C:8]([NH:13][C:14](=[O:21])[C:15]3[CH:20]=[CH:19][CH:18]=[CH:17][CH:16]=3)[S:9][CH2:10]2)[CH2:5]1)C=C. The catalyst is C(Cl)(Cl)Cl.ClCCl.C1C=CC([P]([Pd]([P](C2C=CC=CC=2)(C2C=CC=CC=2)C2C=CC=CC=2)([P](C2C=CC=CC=2)(C2C=CC=CC=2)C2C=CC=CC=2)[P](C2C=CC=CC=2)(C2C=CC=CC=2)C2C=CC=CC=2)(C2C=CC=CC=2)C2C=CC=CC=2)=CC=1. (4) The reactants are [C:1]([O:5][C:6]([C:8]1[CH:9]=[C:10]([S:15]([NH2:18])(=[O:17])=[O:16])[CH:11]=[CH:12][C:13]=1[OH:14])=[O:7])([CH3:4])([CH3:3])[CH3:2].[Cl:19][C:20]1[CH:21]=[C:22]([NH:36][C:37](OC2C=CC=CC=2)=[O:38])[C:23](=[CH:34][CH:35]=1)[C:24]([O:26][CH2:27][C:28]1[CH:33]=[CH:32][CH:31]=[CH:30][CH:29]=1)=[O:25]. No catalyst specified. The product is [C:1]([O:5][C:6]([C:8]1[CH:9]=[C:10]([S:15]([NH:18][C:37]([NH:36][C:22]2[CH:21]=[C:20]([Cl:19])[CH:35]=[CH:34][C:23]=2[C:24]([O:26][CH2:27][C:28]2[CH:33]=[CH:32][CH:31]=[CH:30][CH:29]=2)=[O:25])=[O:38])(=[O:16])=[O:17])[CH:11]=[CH:12][C:13]=1[OH:14])=[O:7])([CH3:4])([CH3:2])[CH3:3]. The yield is 0.930. (5) The reactants are [C:1]([O:5][C:6]([N:8]1[CH2:13][CH2:12][C:11](=O)[CH2:10][CH2:9]1)=[O:7])([CH3:4])([CH3:3])[CH3:2].[Br:15][C:16]1[CH:22]=[CH:21][CH:20]=[CH:19][C:17]=1[NH2:18].C(O)(=O)C.C(O[BH-](OC(=O)C)OC(=O)C)(=O)C.[Na+]. The catalyst is ClCCCl. The product is [C:1]([O:5][C:6]([N:8]1[CH2:13][CH2:12][CH:11]([NH:18][C:17]2[CH:19]=[CH:20][CH:21]=[CH:22][C:16]=2[Br:15])[CH2:10][CH2:9]1)=[O:7])([CH3:4])([CH3:3])[CH3:2]. The yield is 0.350.